Dataset: NCI-60 drug combinations with 297,098 pairs across 59 cell lines. Task: Regression. Given two drug SMILES strings and cell line genomic features, predict the synergy score measuring deviation from expected non-interaction effect. (1) Drug 1: CN1CCC(CC1)COC2=C(C=C3C(=C2)N=CN=C3NC4=C(C=C(C=C4)Br)F)OC. Drug 2: C1=CN(C=N1)CC(O)(P(=O)(O)O)P(=O)(O)O. Cell line: OVCAR3. Synergy scores: CSS=16.8, Synergy_ZIP=0.469, Synergy_Bliss=2.91, Synergy_Loewe=-0.450, Synergy_HSA=4.17. (2) Drug 1: C1=NC2=C(N=C(N=C2N1C3C(C(C(O3)CO)O)F)Cl)N. Drug 2: C1CCC(C(C1)N)N.C(=O)(C(=O)[O-])[O-].[Pt+4]. Cell line: M14. Synergy scores: CSS=32.8, Synergy_ZIP=0.0536, Synergy_Bliss=2.41, Synergy_Loewe=5.84, Synergy_HSA=6.64. (3) Drug 1: CCC1=C2CN3C(=CC4=C(C3=O)COC(=O)C4(CC)O)C2=NC5=C1C=C(C=C5)O. Drug 2: C(=O)(N)NO. Cell line: HS 578T. Synergy scores: CSS=20.2, Synergy_ZIP=-5.38, Synergy_Bliss=-2.16, Synergy_Loewe=-24.3, Synergy_HSA=-1.31. (4) Drug 1: CN(C)C1=NC(=NC(=N1)N(C)C)N(C)C. Drug 2: C1=CC=C(C=C1)NC(=O)CCCCCCC(=O)NO. Cell line: ACHN. Synergy scores: CSS=-1.37, Synergy_ZIP=-1.35, Synergy_Bliss=-3.47, Synergy_Loewe=-20.3, Synergy_HSA=-7.32. (5) Drug 1: C1CN1C2=NC(=NC(=N2)N3CC3)N4CC4. Drug 2: C1CN(CCN1C(=O)CCBr)C(=O)CCBr. Cell line: A549. Synergy scores: CSS=41.8, Synergy_ZIP=-7.50, Synergy_Bliss=-8.19, Synergy_Loewe=-10.4, Synergy_HSA=-2.95. (6) Drug 1: CCCCCOC(=O)NC1=NC(=O)N(C=C1F)C2C(C(C(O2)C)O)O. Drug 2: C1CNP(=O)(OC1)N(CCCl)CCCl. Cell line: MCF7. Synergy scores: CSS=-3.87, Synergy_ZIP=1.50, Synergy_Bliss=0.532, Synergy_Loewe=-4.76, Synergy_HSA=-4.59. (7) Drug 1: CC1C(C(CC(O1)OC2CC(CC3=C2C(=C4C(=C3O)C(=O)C5=C(C4=O)C(=CC=C5)OC)O)(C(=O)C)O)N)O.Cl. Drug 2: CC1=CC2C(CCC3(C2CCC3(C(=O)C)OC(=O)C)C)C4(C1=CC(=O)CC4)C. Cell line: SK-OV-3. Synergy scores: CSS=30.4, Synergy_ZIP=10.9, Synergy_Bliss=16.2, Synergy_Loewe=7.33, Synergy_HSA=16.8.